From a dataset of Peptide-MHC class I binding affinity with 185,985 pairs from IEDB/IMGT. Regression. Given a peptide amino acid sequence and an MHC pseudo amino acid sequence, predict their binding affinity value. This is MHC class I binding data. The peptide sequence is TVKMGAFMYT. The MHC is HLA-A02:02 with pseudo-sequence HLA-A02:02. The binding affinity (normalized) is 0.308.